From a dataset of Full USPTO retrosynthesis dataset with 1.9M reactions from patents (1976-2016). Predict the reactants needed to synthesize the given product. (1) Given the product [CH:11]([NH:14][C:8]([C:5]1[CH:4]=[CH:3][C:2]([Br:1])=[CH:7][N:6]=1)=[O:10])([CH3:13])[CH3:12], predict the reactants needed to synthesize it. The reactants are: [Br:1][C:2]1[CH:3]=[CH:4][C:5]([C:8]([OH:10])=O)=[N:6][CH:7]=1.[CH:11]([NH2:14])([CH3:13])[CH3:12]. (2) Given the product [OH:12][C:13]1[CH:20]=[CH:19][C:16](/[CH:17]=[C:8]2\[O:9][C:5]3[CH:4]=[CH:3][C:2]([I:1])=[CH:11][C:6]=3[C:7]\2=[O:10])=[CH:15][CH:14]=1, predict the reactants needed to synthesize it. The reactants are: [I:1][C:2]1[CH:3]=[CH:4][C:5]2[O:9][CH2:8][C:7](=[O:10])[C:6]=2[CH:11]=1.[OH:12][C:13]1[CH:20]=[CH:19][C:16]([CH:17]=O)=[CH:15][CH:14]=1.[Al]. (3) Given the product [CH3:8][O:9][C:10]1[CH:15]=[CH:14][C:13]([S:16][C:2]([CH3:7])([CH3:1])[CH2:3][C:4]([OH:6])=[O:5])=[CH:12][CH:11]=1, predict the reactants needed to synthesize it. The reactants are: [CH3:1][C:2]([CH3:7])=[CH:3][C:4]([OH:6])=[O:5].[CH3:8][O:9][C:10]1[CH:15]=[CH:14][C:13]([SH:16])=[CH:12][CH:11]=1.N1CCCCC1. (4) Given the product [CH:39]1([C:44]([NH:1][C:2]2[CH:7]=[C:6]([O:8][C:9]3[CH:10]=[CH:11][C:12]([NH:15][C:16]([C:18]4[C:19](=[O:31])[N:20]([C:25]5[CH:26]=[CH:27][CH:28]=[CH:29][CH:30]=5)[N:21]([CH3:24])[C:22]=4[CH3:23])=[O:17])=[CH:13][CH:14]=3)[CH:5]=[CH:4][N:3]=2)=[O:45])[CH2:43][CH2:42][CH2:41][CH2:40]1, predict the reactants needed to synthesize it. The reactants are: [NH2:1][C:2]1[CH:7]=[C:6]([O:8][C:9]2[CH:14]=[CH:13][C:12]([NH:15][C:16]([C:18]3[C:19](=[O:31])[N:20]([C:25]4[CH:30]=[CH:29][CH:28]=[CH:27][CH:26]=4)[N:21]([CH3:24])[C:22]=3[CH3:23])=[O:17])=[CH:11][CH:10]=2)[CH:5]=[CH:4][N:3]=1.CCN(CC)CC.[CH:39]1([C:44](Cl)=[O:45])[CH2:43][CH2:42][CH2:41][CH2:40]1. (5) Given the product [CH3:1][O:2][CH2:3][CH2:4][NH:5][C:6]([N:8]1[CH2:13][CH:12]([C:14]2[CH:19]=[CH:18][C:17]([C:20]([F:21])([F:22])[F:23])=[CH:16][CH:15]=2)[CH2:11][CH:10]([C:24]([OH:26])=[O:25])[CH2:9]1)=[O:7], predict the reactants needed to synthesize it. The reactants are: [CH3:1][O:2][CH2:3][CH2:4][NH:5][C:6]([N:8]1[CH2:13][CH:12]([C:14]2[CH:19]=[CH:18][C:17]([C:20]([F:23])([F:22])[F:21])=[CH:16][CH:15]=2)[CH2:11][CH:10]([C:24]([O:26]C)=[O:25])[CH2:9]1)=[O:7].CC(C)([O-])C.[K+]. (6) Given the product [OH:36][CH2:35][C@:23]12[CH2:24][CH2:25][CH2:26][CH2:27][C@:28]1([CH3:29])[C:30]1[CH2:31][CH2:32][C@@:33]3([CH3:34])[C@@H:19]([CH2:18][CH2:17][C@@H:16]3[C@H:14]([CH3:15])[CH2:13][CH2:12][CH2:11][CH:9]([CH3:10])[CH3:8])[C:20]=1[CH2:21][CH2:22]2, predict the reactants needed to synthesize it. The reactants are: [H-].[Al+3].[Li+].[H-].[H-].[H-].O[CH2:8][CH:9]([CH2:11][CH2:12][CH2:13][C@H:14]([C@@H:16]1[C@:33]2([CH3:34])[C@H:19]([C:20]3[CH2:21][CH2:22][C@:23]4([CH:35]=[O:36])[C@:28]([C:30]=3[CH2:31][CH2:32]2)([CH3:29])[CH2:27][CH2:26][CH2:25][CH2:24]4)[CH2:18][CH2:17]1)[CH3:15])[CH3:10].O.[OH-].[Na+].